This data is from Full USPTO retrosynthesis dataset with 1.9M reactions from patents (1976-2016). The task is: Predict the reactants needed to synthesize the given product. (1) Given the product [Cl:6][C:7]1[CH:8]=[CH:9][C:10]2[NH:16][C:15](=[S:43])[C@@H:14]([CH2:18][C:19]([O:21][CH2:22][CH3:23])=[O:20])[O:13][C@H:12]([C:24]3[CH:29]=[CH:28][CH:27]=[C:26]([C:30]([F:33])([F:32])[F:31])[C:25]=3[O:34][CH3:35])[C:11]=2[CH:36]=1, predict the reactants needed to synthesize it. The reactants are: O1CCCC1.[Cl:6][C:7]1[CH:8]=[CH:9][C:10]2[NH:16][C:15](=O)[C@@H:14]([CH2:18][C:19]([O:21][CH2:22][CH3:23])=[O:20])[O:13][C@H:12]([C:24]3[CH:29]=[CH:28][CH:27]=[C:26]([C:30]([F:33])([F:32])[F:31])[C:25]=3[O:34][CH3:35])[C:11]=2[CH:36]=1.C(=O)([O-])O.[Na+].P12(SP3(SP(SP(S3)(S1)=S)(=S)S2)=S)=[S:43]. (2) Given the product [O:1]1[CH:5]=[CH:4][CH:3]=[C:2]1[C:6](=[O:16])[CH2:7][C:8]1[CH:13]=[CH:12][C:11](=[O:14])[N:10]([CH3:18])[CH:9]=1, predict the reactants needed to synthesize it. The reactants are: [O:1]1[CH:5]=[CH:4][CH:3]=[C:2]1[C:6](=[O:16])[CH2:7][C:8]1[CH:9]=[N:10][C:11]([O:14]C)=[CH:12][CH:13]=1.I[CH3:18]. (3) Given the product [F:2][C:3]1[CH:8]=[C:7]([F:9])[CH:6]=[C:5]2[C:4]=1[C:13]([CH3:12])([CH2:14][CH2:15][CH2:16][CH2:17][S:18]([OH:21])(=[O:19])=[O:20])[C:22]([CH3:23])=[N:10]2, predict the reactants needed to synthesize it. The reactants are: Cl.[F:2][C:3]1[CH:4]=[C:5]([NH:10]N)[CH:6]=[C:7]([F:9])[CH:8]=1.[CH3:12][CH:13]([C:22](=O)[CH3:23])[CH2:14][CH2:15][CH2:16][CH2:17][S:18]([OH:21])(=[O:20])=[O:19]. (4) Given the product [C:5]([N:8]1[C:14]2[CH:15]=[C:16]([C:22](=[O:23])[CH2:21][CH2:20][Cl:19])[CH:17]=[CH:18][C:13]=2[CH2:12][CH2:11][CH2:10][CH2:9]1)(=[O:7])[CH3:6], predict the reactants needed to synthesize it. The reactants are: [Cl-].[Al+3].[Cl-].[Cl-].[C:5]([N:8]1[C:14]2[CH:15]=[CH:16][CH:17]=[CH:18][C:13]=2[CH2:12][CH2:11][CH2:10][CH2:9]1)(=[O:7])[CH3:6].[Cl:19][CH2:20][CH2:21][C:22](Cl)=[O:23].O. (5) The reactants are: [Cl:1][C:2]1[CH:3]=[CH:4][C:5]([S:31]([CH2:34][CH3:35])(=[O:33])=[O:32])=[C:6]([CH2:8][N:9]2[C:18](=[O:19])[C:17]3[C:12](=[CH:13][C:14]([CH2:24][N:25]4[CH2:30][CH2:29][NH:28][CH2:27][CH2:26]4)=[C:15]([C:20]([F:23])([F:22])[F:21])[CH:16]=3)[N:11]=[CH:10]2)[CH:7]=1.[CH2:36]=O. Given the product [Cl:1][C:2]1[CH:3]=[CH:4][C:5]([S:31]([CH2:34][CH3:35])(=[O:32])=[O:33])=[C:6]([CH2:8][N:9]2[C:18](=[O:19])[C:17]3[C:12](=[CH:13][C:14]([CH2:24][N:25]4[CH2:26][CH2:27][N:28]([CH3:36])[CH2:29][CH2:30]4)=[C:15]([C:20]([F:21])([F:23])[F:22])[CH:16]=3)[N:11]=[CH:10]2)[CH:7]=1, predict the reactants needed to synthesize it. (6) Given the product [CH2:7]([O:9][C:10](=[O:19])[C:11]1[CH:16]=[C:15]([O:17][C:21]2[CH:28]=[CH:27][C:24]([C:25]#[N:26])=[CH:23][CH:22]=2)[CH:14]=[C:13]([O:18][C:21]2[CH:28]=[CH:27][C:24]([C:25]#[N:26])=[CH:23][CH:22]=2)[CH:12]=1)[CH3:8], predict the reactants needed to synthesize it. The reactants are: C(=O)([O-])[O-].[K+].[K+].[CH2:7]([O:9][C:10](=[O:19])[C:11]1[CH:16]=[C:15]([OH:17])[CH:14]=[C:13]([OH:18])[CH:12]=1)[CH3:8].F[C:21]1[CH:28]=[CH:27][C:24]([C:25]#[N:26])=[CH:23][CH:22]=1. (7) Given the product [Cl:14][C:12]1[N:11]=[C:10]2[C:6]([N:7]=[CH:8][N:9]2[CH:15]2[CH2:19][CH2:18][CH2:17][CH2:16]2)=[C:5]([NH:4][CH2:3][CH2:2][NH:1][C:30](=[O:39])[C:31]2[CH:36]=[CH:35][C:34]([O:37][CH3:38])=[CH:33][CH:32]=2)[N:13]=1, predict the reactants needed to synthesize it. The reactants are: [NH2:1][CH2:2][CH2:3][NH:4][C:5]1[N:13]=[C:12]([Cl:14])[N:11]=[C:10]2[C:6]=1[N:7]=[CH:8][N:9]2[CH:15]1[CH2:19][CH2:18][CH2:17][CH2:16]1.C(Cl)Cl.C(N(CC)CC)C.[C:30](Cl)(=[O:39])[C:31]1[CH:36]=[CH:35][C:34]([O:37][CH3:38])=[CH:33][CH:32]=1.